This data is from NCI-60 drug combinations with 297,098 pairs across 59 cell lines. The task is: Regression. Given two drug SMILES strings and cell line genomic features, predict the synergy score measuring deviation from expected non-interaction effect. (1) Drug 1: CC1C(C(=O)NC(C(=O)N2CCCC2C(=O)N(CC(=O)N(C(C(=O)O1)C(C)C)C)C)C(C)C)NC(=O)C3=C4C(=C(C=C3)C)OC5=C(C(=O)C(=C(C5=N4)C(=O)NC6C(OC(=O)C(N(C(=O)CN(C(=O)C7CCCN7C(=O)C(NC6=O)C(C)C)C)C)C(C)C)C)N)C. Drug 2: CN1C(=O)N2C=NC(=C2N=N1)C(=O)N. Cell line: NCI-H522. Synergy scores: CSS=7.02, Synergy_ZIP=3.27, Synergy_Bliss=5.46, Synergy_Loewe=0.841, Synergy_HSA=0.794. (2) Drug 1: COC1=NC(=NC2=C1N=CN2C3C(C(C(O3)CO)O)O)N. Drug 2: CC1CCC2CC(C(=CC=CC=CC(CC(C(=O)C(C(C(=CC(C(=O)CC(OC(=O)C3CCCCN3C(=O)C(=O)C1(O2)O)C(C)CC4CCC(C(C4)OC)OCCO)C)C)O)OC)C)C)C)OC. Cell line: HOP-62. Synergy scores: CSS=6.00, Synergy_ZIP=4.48, Synergy_Bliss=7.24, Synergy_Loewe=2.92, Synergy_HSA=2.03. (3) Drug 1: CC(C1=C(C=CC(=C1Cl)F)Cl)OC2=C(N=CC(=C2)C3=CN(N=C3)C4CCNCC4)N. Drug 2: CC1C(C(CC(O1)OC2CC(OC(C2O)C)OC3=CC4=CC5=C(C(=O)C(C(C5)C(C(=O)C(C(C)O)O)OC)OC6CC(C(C(O6)C)O)OC7CC(C(C(O7)C)O)OC8CC(C(C(O8)C)O)(C)O)C(=C4C(=C3C)O)O)O)O. Cell line: MALME-3M. Synergy scores: CSS=4.51, Synergy_ZIP=4.03, Synergy_Bliss=5.22, Synergy_Loewe=4.07, Synergy_HSA=4.29. (4) Drug 1: CC1=C(C=C(C=C1)NC2=NC=CC(=N2)N(C)C3=CC4=NN(C(=C4C=C3)C)C)S(=O)(=O)N.Cl. Drug 2: C1C(C(OC1N2C=NC3=C2NC=NCC3O)CO)O. Cell line: HOP-92. Synergy scores: CSS=3.94, Synergy_ZIP=-0.480, Synergy_Bliss=1.72, Synergy_Loewe=2.72, Synergy_HSA=2.33. (5) Drug 1: C1CC(=O)NC(=O)C1N2CC3=C(C2=O)C=CC=C3N. Drug 2: CC1=C(C(CCC1)(C)C)C=CC(=CC=CC(=CC(=O)O)C)C. Cell line: U251. Synergy scores: CSS=2.03, Synergy_ZIP=-0.549, Synergy_Bliss=1.24, Synergy_Loewe=-4.66, Synergy_HSA=-4.33. (6) Drug 1: CC12CCC3C(C1CCC2=O)CC(=C)C4=CC(=O)C=CC34C. Drug 2: CC12CCC3C(C1CCC2OP(=O)(O)O)CCC4=C3C=CC(=C4)OC(=O)N(CCCl)CCCl.[Na+]. Cell line: LOX IMVI. Synergy scores: CSS=1.26, Synergy_ZIP=-16.2, Synergy_Bliss=-33.9, Synergy_Loewe=-33.3, Synergy_HSA=-31.6.